Dataset: Full USPTO retrosynthesis dataset with 1.9M reactions from patents (1976-2016). Task: Predict the reactants needed to synthesize the given product. (1) Given the product [C:1]([NH:8][CH2:9][C:10]1([C:16]([O:18][CH2:19][CH3:20])=[O:17])[CH2:15][CH2:14][CH2:13][CH2:12][O:11]1)(=[O:3])[CH3:2], predict the reactants needed to synthesize it. The reactants are: [C:1](OC(=O)C)(=[O:3])[CH3:2].[NH2:8][CH2:9][C:10]1([C:16]([O:18][CH2:19][CH3:20])=[O:17])[CH2:15][CH2:14][CH2:13][CH2:12][O:11]1.CCN(C(C)C)C(C)C. (2) Given the product [F:1][C:2]1[CH:3]=[CH:4][C:5]([CH2:6][N:7]2[C:15]3=[CH:14][N:13]=[C:12]([C:16]([NH:23][O:24][CH2:25][O:26][CH2:27][CH2:28][Si:29]([CH3:32])([CH3:31])[CH3:30])=[O:20])[C:11]([CH2:19][CH2:18][OH:17])=[C:10]3[CH:9]=[CH:8]2)=[CH:21][CH:22]=1, predict the reactants needed to synthesize it. The reactants are: [F:1][C:2]1[CH:22]=[CH:21][C:5]([CH2:6][N:7]2[C:15]3[C:10](=[C:11]4[CH2:19][CH2:18][O:17][C:16](=[O:20])[C:12]4=[N:13][CH:14]=3)[CH:9]=[CH:8]2)=[CH:4][CH:3]=1.[NH2:23][O:24][CH2:25][O:26][CH2:27][CH2:28][Si:29]([CH3:32])([CH3:31])[CH3:30].[Li+].C[Si]([N-][Si](C)(C)C)(C)C.